From a dataset of NCI-60 drug combinations with 297,098 pairs across 59 cell lines. Regression. Given two drug SMILES strings and cell line genomic features, predict the synergy score measuring deviation from expected non-interaction effect. Drug 1: C1=NC2=C(N1)C(=S)N=CN2. Drug 2: CC1CCC2CC(C(=CC=CC=CC(CC(C(=O)C(C(C(=CC(C(=O)CC(OC(=O)C3CCCCN3C(=O)C(=O)C1(O2)O)C(C)CC4CCC(C(C4)OC)O)C)C)O)OC)C)C)C)OC. Cell line: DU-145. Synergy scores: CSS=8.07, Synergy_ZIP=-7.66, Synergy_Bliss=-6.36, Synergy_Loewe=-0.831, Synergy_HSA=1.33.